From a dataset of NCI-60 drug combinations with 297,098 pairs across 59 cell lines. Regression. Given two drug SMILES strings and cell line genomic features, predict the synergy score measuring deviation from expected non-interaction effect. (1) Drug 1: C1=CN(C=N1)CC(O)(P(=O)(O)O)P(=O)(O)O. Drug 2: CC1C(C(CC(O1)OC2CC(CC3=C2C(=C4C(=C3O)C(=O)C5=CC=CC=C5C4=O)O)(C(=O)C)O)N)O. Cell line: MDA-MB-231. Synergy scores: CSS=42.2, Synergy_ZIP=-0.647, Synergy_Bliss=0.134, Synergy_Loewe=1.01, Synergy_HSA=1.89. (2) Drug 1: C1=CC(=CC=C1CCCC(=O)O)N(CCCl)CCCl. Drug 2: C(CCl)NC(=O)N(CCCl)N=O. Cell line: UACC-257. Synergy scores: CSS=9.35, Synergy_ZIP=-1.97, Synergy_Bliss=3.08, Synergy_Loewe=-0.172, Synergy_HSA=1.53. (3) Drug 1: CCC1(CC2CC(C3=C(CCN(C2)C1)C4=CC=CC=C4N3)(C5=C(C=C6C(=C5)C78CCN9C7C(C=CC9)(C(C(C8N6C)(C(=O)OC)O)OC(=O)C)CC)OC)C(=O)OC)O. Drug 2: C1CC(CNC1)C2=CC=C(C=C2)N3C=C4C=CC=C(C4=N3)C(=O)N. Cell line: UACC62. Synergy scores: CSS=31.4, Synergy_ZIP=-2.08, Synergy_Bliss=-3.04, Synergy_Loewe=-2.54, Synergy_HSA=-0.145. (4) Drug 1: CC12CCC3C(C1CCC2=O)CC(=C)C4=CC(=O)C=CC34C. Drug 2: CS(=O)(=O)OCCCCOS(=O)(=O)C. Cell line: HOP-92. Synergy scores: CSS=15.3, Synergy_ZIP=-1.37, Synergy_Bliss=-0.683, Synergy_Loewe=-8.03, Synergy_HSA=-1.20. (5) Drug 1: CC1C(C(CC(O1)OC2CC(CC3=C2C(=C4C(=C3O)C(=O)C5=C(C4=O)C(=CC=C5)OC)O)(C(=O)CO)O)N)O.Cl. Drug 2: CC1CCCC2(C(O2)CC(NC(=O)CC(C(C(=O)C(C1O)C)(C)C)O)C(=CC3=CSC(=N3)C)C)C. Cell line: HOP-62. Synergy scores: CSS=37.1, Synergy_ZIP=-0.601, Synergy_Bliss=-3.75, Synergy_Loewe=-22.7, Synergy_HSA=-3.43. (6) Drug 1: CC(CN1CC(=O)NC(=O)C1)N2CC(=O)NC(=O)C2. Drug 2: CC(C)CN1C=NC2=C1C3=CC=CC=C3N=C2N. Cell line: NCI/ADR-RES. Synergy scores: CSS=2.12, Synergy_ZIP=0.637, Synergy_Bliss=2.83, Synergy_Loewe=0.591, Synergy_HSA=0.666.